From a dataset of Forward reaction prediction with 1.9M reactions from USPTO patents (1976-2016). Predict the product of the given reaction. (1) Given the reactants [C:1]([NH:8][C@@H:9]([C:17]([OH:19])=O)[CH2:10][C:11]1[CH:16]=[CH:15][N:14]=[CH:13][CH:12]=1)([O:3][C:4]([CH3:7])([CH3:6])[CH3:5])=[O:2].[CH3:20][N:21]1[CH2:26][CH2:25][CH:24]([N:27]2[CH2:32][CH2:31][NH:30][CH2:29][CH2:28]2)[CH2:23][CH2:22]1.C1C=CC2N(O)N=NC=2C=1.C(N(CC)C(C)C)(C)C.Cl.CN(C)CCCN=C=NCC, predict the reaction product. The product is: [C:1]([NH:8][C@@H:9]([C:17]([N:30]1[CH2:29][CH2:28][N:27]([CH:24]2[CH2:25][CH2:26][N:21]([CH3:20])[CH2:22][CH2:23]2)[CH2:32][CH2:31]1)=[O:19])[CH2:10][C:11]1[CH:12]=[CH:13][N:14]=[CH:15][CH:16]=1)([O:3][C:4]([CH3:5])([CH3:6])[CH3:7])=[O:2]. (2) The product is: [Br:21][C:2]1[CH:3]=[C:4]([C:9]2[C:10]([C:15]#[N:16])=[CH:11][CH:12]=[CH:13][CH:14]=2)[CH:5]=[CH:6][C:7]=1[F:8]. Given the reactants N[C:2]1[CH:3]=[C:4]([C:9]2[C:10]([C:15]#[N:16])=[CH:11][CH:12]=[CH:13][CH:14]=2)[CH:5]=[CH:6][C:7]=1[F:8].N([O-])=O.[Na+].[BrH:21], predict the reaction product. (3) Given the reactants FC(F)(F)C(O)=O.[F:8][CH:9]([F:42])[C:10]1[CH:11]=[CH:12][C:13]([O:16][C:17]2[CH:18]=[C:19]3[C:24](=[CH:25][CH:26]=2)[N:23]=[C:22]([C:27]([N:29]2[CH2:34][CH2:33][N:32](C(OC(C)(C)C)=O)[CH2:31][CH2:30]2)=[O:28])[CH:21]=[CH:20]3)=[N:14][CH:15]=1, predict the reaction product. The product is: [F:42][CH:9]([F:8])[C:10]1[CH:11]=[CH:12][C:13]([O:16][C:17]2[CH:18]=[C:19]3[C:24](=[CH:25][CH:26]=2)[N:23]=[C:22]([C:27]([N:29]2[CH2:30][CH2:31][NH:32][CH2:33][CH2:34]2)=[O:28])[CH:21]=[CH:20]3)=[N:14][CH:15]=1. (4) The product is: [CH3:30][C:16]1[CH:17]=[C:18]([O:21][C:22]2[CH:27]=[CH:26][CH:25]=[C:24]([CH2:28][NH:29][C:5](=[O:6])[CH2:4][CH2:3][C:2]([F:9])([F:8])[F:1])[CH:23]=2)[CH:19]=[CH:20][C:15]=1[CH2:14][CH2:13][C:12]([OH:31])=[O:11]. Given the reactants [F:1][C:2]([F:9])([F:8])[CH2:3][CH2:4][C:5](O)=[O:6].C[O:11][C:12](=[O:31])[CH2:13][CH2:14][C:15]1[CH:20]=[CH:19][C:18]([O:21][C:22]2[CH:27]=[CH:26][CH:25]=[C:24]([CH2:28][NH2:29])[CH:23]=2)=[CH:17][C:16]=1[CH3:30], predict the reaction product. (5) The product is: [NH2:1][C:4]1[C:5]2[NH:12][CH:11]=[C:10]([C@@H:13]3[N:17]([C:18]([O:20][C:21]([CH3:24])([CH3:23])[CH3:22])=[O:19])[C@H:16]([CH2:25][O:26][C:27](=[O:40])[C@@H:28]([NH:32][C:33]([O:35][C:36]([CH3:39])([CH3:38])[CH3:37])=[O:34])[CH:29]([CH3:31])[CH3:30])[C@H:15]4[O:41][C:42]([CH3:44])([CH3:45])[O:43][C@@H:14]34)[C:6]=2[N:7]=[CH:8][N:9]=1. Given the reactants [N:1]([C:4]1[C:5]2[NH:12][CH:11]=[C:10]([C@@H:13]3[N:17]([C:18]([O:20][C:21]([CH3:24])([CH3:23])[CH3:22])=[O:19])[C@H:16]([CH2:25][O:26][C:27](=[O:40])[C@@H:28]([NH:32][C:33]([O:35][C:36]([CH3:39])([CH3:38])[CH3:37])=[O:34])[CH:29]([CH3:31])[CH3:30])[C@H:15]4[O:41][C:42]([CH3:45])([CH3:44])[O:43][C@@H:14]34)[C:6]=2[N:7]=[CH:8][N:9]=1)=[N+]=[N-].[H][H], predict the reaction product. (6) Given the reactants [C:1]([N:5]1[CH2:9][CH2:8][N:7]([CH:10]([CH3:12])[CH3:11])[C:6]1=[Cu-2:13]Cl)([CH3:4])([CH3:3])[CH3:2].[CH3:15][Si:16]([CH3:23])([CH3:22])[N-:17][Si:18]([CH3:21])([CH3:20])[CH3:19].C(N1CCN(CC)C1=[Cu-])(C)(C)C, predict the reaction product. The product is: [CH3:15][Si:16]([CH3:23])([CH3:22])[N-:17][Si:18]([CH3:21])([CH3:20])[CH3:19].[C:1]([N:5]1[CH2:9][CH2:8][N:7]([CH:10]([CH3:11])[CH3:12])[C:6]1=[Cu-:13])([CH3:4])([CH3:3])[CH3:2]. (7) Given the reactants [Br:1][C:2]1[CH:10]=[CH:9][C:5]([C:6](O)=[O:7])=[C:4]([Cl:11])[CH:3]=1.CN(C=O)C.C(Cl)(=O)C([Cl:20])=O, predict the reaction product. The product is: [Br:1][C:2]1[CH:10]=[CH:9][C:5]([C:6]([Cl:20])=[O:7])=[C:4]([Cl:11])[CH:3]=1.